Dataset: Reaction yield outcomes from USPTO patents with 853,638 reactions. Task: Predict the reaction yield, written as a fraction of the theoretical maximum amount of product (1.0 means a 100% yield; for example, 0.34 means a 34% yield). (1) The reactants are [Cl:1][C:2]1[CH:3]=[C:4]([CH2:9][CH2:10][C:11]2[CH:16]=[CH:15][C:14]([NH2:17])=[CH:13][CH:12]=2)[CH:5]=[CH:6][C:7]=1[Cl:8].[CH3:18][O:19][C:20](=[O:31])[C:21]1[CH:26]=[C:25]([N+:27]([O-:29])=[O:28])[CH:24]=[CH:23][C:22]=1Br.C(=O)([O-])[O-].[Cs+].[Cs+].C1(C)C=CC(P(C2C=CC3C(=CC=CC=3)C=2C2C3C(=CC=CC=3)C=CC=2)C2C=CC(C)=CC=2)=CC=1. The catalyst is C1(C)C=CC=CC=1.CCOCC.[Pd]. The product is [CH3:18][O:19][C:20](=[O:31])[C:21]1[CH:26]=[C:25]([N+:27]([O-:29])=[O:28])[CH:24]=[CH:23][C:22]=1[NH:17][C:14]1[CH:13]=[CH:12][C:11]([CH2:10][CH2:9][C:4]2[CH:5]=[CH:6][C:7]([Cl:8])=[C:2]([Cl:1])[CH:3]=2)=[CH:16][CH:15]=1. The yield is 0.640. (2) The reactants are [OH:1][CH:2]1[C:11]2[C:6](=[CH:7][CH:8]=[CH:9][CH:10]=2)[CH2:5][CH2:4][CH:3]1[CH2:12][CH2:13][OH:14]. The catalyst is C(Cl)Cl.O=[Mn]=O. The product is [OH:14][CH2:13][CH2:12][CH:3]1[CH2:4][CH2:5][C:6]2[C:11](=[CH:10][CH:9]=[CH:8][CH:7]=2)[C:2]1=[O:1]. The yield is 0.674. (3) The reactants are [Br:1][C:2]1[CH:3]=[C:4]2[C:24](=[CH:25][CH:26]=1)[C:8]1[NH:9][C:10]([C@@H:12]3[CH2:16][CH2:15][CH2:14][N:13]3[C:17]([O:19][C:20]([CH3:23])([CH3:22])[CH3:21])=[O:18])=[N:11][C:7]=1[CH:6]=[CH:5]2.C1C(=O)N([I:34])C(=O)C1. The catalyst is CN(C=O)C.CCOC(C)=O. The product is [Br:1][C:2]1[CH:3]=[C:4]2[C:24](=[CH:25][CH:26]=1)[C:8]1[NH:9][C:10]([C@@H:12]3[CH2:16][CH2:15][CH2:14][N:13]3[C:17]([O:19][C:20]([CH3:21])([CH3:22])[CH3:23])=[O:18])=[N:11][C:7]=1[CH:6]=[C:5]2[I:34]. The yield is 0.580.